From a dataset of Reaction yield outcomes from USPTO patents with 853,638 reactions. Predict the reaction yield, written as a fraction of the theoretical maximum amount of product (1.0 means a 100% yield; for example, 0.34 means a 34% yield). (1) The product is [Si:1]([O:8][C@@H:9]1[CH2:13][C:12](=[O:14])[CH:11]=[CH:10]1)([C:4]([CH3:7])([CH3:6])[CH3:5])([CH3:3])[CH3:2]. The reactants are [Si:1]([O:8][C@@H:9]1[CH2:13][C@H:12]([OH:14])[CH:11]=[CH:10]1)([C:4]([CH3:7])([CH3:6])[CH3:5])([CH3:3])[CH3:2].C[N+]1([O-])CCOCC1. The yield is 0.860. The catalyst is C(Cl)Cl.[Ru]([O-])(=O)(=O)=O.C([N+](CCC)(CCC)CCC)CC. (2) The reactants are [C:1]1([C:7]2[N:11]=[C:10]([CH:12](C)[CH2:13][C:14](OC)=O)[O:9][N:8]=2)[CH:6]=[CH:5][CH:4]=[CH:3][CH:2]=1.[OH-:19].[Na+].Cl.[CH3:22][OH:23]. No catalyst specified. The product is [C:1]1([C:7]2[N:11]=[C:10]([CH2:12][CH2:13][CH2:14][C:22]([OH:23])=[O:19])[O:9][N:8]=2)[CH:2]=[CH:3][CH:4]=[CH:5][CH:6]=1. The yield is 0.990. (3) The catalyst is CS(C)=O. The yield is 0.600. The reactants are [NH2:1][C:2]1[N:3]=[C:4]([SH:18])[C:5]2[N:10]=[C:9]([C:11]3[CH:16]=[CH:15][C:14]([F:17])=[CH:13][CH:12]=3)[S:8][C:6]=2[N:7]=1.C(N(CC)CC)C.[CH2:26](Br)[C:27]1[CH:32]=[CH:31][CH:30]=[CH:29][CH:28]=1. The product is [CH2:26]([S:18][C:4]1[C:5]2[N:10]=[C:9]([C:11]3[CH:12]=[CH:13][C:14]([F:17])=[CH:15][CH:16]=3)[S:8][C:6]=2[N:7]=[C:2]([NH2:1])[N:3]=1)[C:27]1[CH:32]=[CH:31][CH:30]=[CH:29][CH:28]=1. (4) The reactants are [NH2:1][C:2]1[N:10]=[CH:9][CH:8]=[CH:7][C:3]=1[C:4]([OH:6])=[O:5].[C:11](=O)(O)[O-].[Na+]. The catalyst is CO.S(=O)(=O)(O)O. The product is [CH3:11][O:5][C:4](=[O:6])[C:3]1[CH:7]=[CH:8][CH:9]=[N:10][C:2]=1[NH2:1]. The yield is 0.480. (5) The reactants are Br[C:2]1[C:3]([CH3:10])=[N:4][C:5]([CH3:9])=[C:6]([Br:8])[CH:7]=1.[CH2:11]([N:14]([CH3:16])[CH3:15])[C:12]#[CH:13]. The catalyst is C(NCC)C.CCOC(C)=O.C([O-])([O-])=O.[Na+].[Na+].[Cu](I)I.Cl[Pd](Cl)([P](C1C=CC=CC=1)(C1C=CC=CC=1)C1C=CC=CC=1)[P](C1C=CC=CC=1)(C1C=CC=CC=1)C1C=CC=CC=1. The product is [Br:8][C:6]1[CH:7]=[C:2]([C:13]#[C:12][CH2:11][N:14]([CH3:16])[CH3:15])[C:3]([CH3:10])=[N:4][C:5]=1[CH3:9]. The yield is 0.510. (6) The reactants are [NH2:1][C:2]1[CH:7]=[CH:6][C:5]([N+:8]([O-])=O)=[CH:4][C:3]=1[S:11]([NH2:14])(=[O:13])=[O:12].[CH3:15][S:16]([OH:19])(=[O:18])=[O:17]. The catalyst is [Pd].C(O)C.O. The product is [CH3:15][S:16]([OH:19])(=[O:18])=[O:17].[NH2:1][C:2]1[CH:7]=[CH:6][C:5]([NH2:8])=[CH:4][C:3]=1[S:11]([NH2:14])(=[O:12])=[O:13]. The yield is 0.938. (7) The reactants are [Br:1][C:2]1[CH:33]=[CH:32][C:31]([O:34]C)=[CH:30][C:3]=1[C:4]([N:6]1[CH2:11][CH2:10][N:9]([C:12](=[O:29])[CH2:13][NH:14][C:15]([C:17]2[CH:22]=[CH:21][C:20]([C:23]3[CH:28]=[CH:27][CH:26]=[CH:25][CH:24]=3)=[CH:19][CH:18]=2)=[O:16])[CH2:8][CH2:7]1)=[O:5].B(Br)(Br)Br. The catalyst is C(Cl)Cl. The product is [Br:1][C:2]1[CH:33]=[CH:32][C:31]([OH:34])=[CH:30][C:3]=1[C:4]([N:6]1[CH2:11][CH2:10][N:9]([C:12](=[O:29])[CH2:13][NH:14][C:15]([C:17]2[CH:22]=[CH:21][C:20]([C:23]3[CH:28]=[CH:27][CH:26]=[CH:25][CH:24]=3)=[CH:19][CH:18]=2)=[O:16])[CH2:8][CH2:7]1)=[O:5]. The yield is 0.295.